Dataset: Reaction yield outcomes from USPTO patents with 853,638 reactions. Task: Predict the reaction yield, written as a fraction of the theoretical maximum amount of product (1.0 means a 100% yield; for example, 0.34 means a 34% yield). (1) The reactants are [C:1]([C:5]1[CH:6]=[CH:7][C:8]([CH3:20])=[C:9]([CH:19]=1)[O:10][C:11]1[S:12][CH:13]=[C:14]([C:16]([OH:18])=O)[N:15]=1)([CH3:4])([CH3:3])[CH3:2].[NH2:21][C:22]1[C:23]([O:37][CH3:38])=[N:24][C:25]([NH:30][CH2:31][CH2:32][S:33]([NH2:36])(=[O:35])=[O:34])=[N:26][C:27]=1[O:28][CH3:29].C(N(CC)CC)C.[CH3:46][N:47]([C:49](ON1N=NC2C=CC=CC1=2)=[N+:50]([CH3:52])[CH3:51])[CH3:48].F[P-](F)(F)(F)(F)F.C(=O)(O)[O-].[Na+]. The catalyst is ClCCl. The product is [CH3:46][N:47]([C:49]([N:50]([CH3:52])[CH3:51])=[N:36][S:33]([CH2:32][CH2:31][NH:30][C:25]1[N:24]=[C:23]([O:37][CH3:38])[C:22]([NH:21][C:16]([C:14]2[N:15]=[C:11]([O:10][C:9]3[CH:19]=[C:5]([C:1]([CH3:2])([CH3:3])[CH3:4])[CH:6]=[CH:7][C:8]=3[CH3:20])[S:12][CH:13]=2)=[O:18])=[C:27]([O:28][CH3:29])[N:26]=1)(=[O:34])=[O:35])[CH3:48]. The yield is 0.0900. (2) The reactants are [Cl:1][C:2]1[CH:7]=[CH:6][C:5]([C:8]2[CH:13]=[CH:12][CH:11]=[C:10]([C:14](OC)=[O:15])[C:9]=2[O:18][CH3:19])=[CH:4][CH:3]=1.[H-].[H-].[H-].[H-].[Li+].[Al+3].[NH4+].[Cl-]. The catalyst is C1COCC1.O. The product is [Cl:1][C:2]1[CH:3]=[CH:4][C:5]([C:8]2[CH:13]=[CH:12][CH:11]=[C:10]([CH2:14][OH:15])[C:9]=2[O:18][CH3:19])=[CH:6][CH:7]=1. The yield is 0.920. (3) The reactants are [CH2:1]([N:3]1[CH2:8][CH2:7][C:6]([S:19]([C:22]2[CH:27]=[CH:26][C:25]([C:28]3[CH:33]=[CH:32][C:31]([O:34][C:35]([F:40])([F:39])[CH:36]([F:38])[F:37])=[CH:30][CH:29]=3)=[CH:24][CH:23]=2)(=[O:21])=[O:20])([C:9]([NH:11][O:12]C2CCCCO2)=[O:10])[CH2:5][CH2:4]1)[CH3:2].CO.[ClH:43]. The catalyst is O1CCOCC1. The product is [ClH:43].[OH:12][NH:11][C:9]([C:6]1([S:19]([C:22]2[CH:23]=[CH:24][C:25]([C:28]3[CH:33]=[CH:32][C:31]([O:34][C:35]([F:40])([F:39])[CH:36]([F:38])[F:37])=[CH:30][CH:29]=3)=[CH:26][CH:27]=2)(=[O:21])=[O:20])[CH2:5][CH2:4][N:3]([CH2:1][CH3:2])[CH2:8][CH2:7]1)=[O:10]. The yield is 0.670. (4) The yield is 0.130. The product is [C:21]1([O:31][C:16]2[N:15]=[C:14]([NH:13][C:5]3[CH:4]=[C:3]([O:2][CH3:1])[C:8]([O:9][CH3:10])=[C:7]([O:11][CH3:12])[CH:6]=3)[CH:19]=[N:18][CH:17]=2)[C:30]2[CH2:29][CH2:28][CH2:27][CH2:26][C:25]=2[CH:24]=[CH:23][CH:22]=1. The reactants are [CH3:1][O:2][C:3]1[CH:4]=[C:5]([NH:13][C:14]2[CH:19]=[N:18][CH:17]=[C:16](Cl)[N:15]=2)[CH:6]=[C:7]([O:11][CH3:12])[C:8]=1[O:9][CH3:10].[C:21]1([OH:31])[C:30]2[CH2:29][CH2:28][CH2:27][CH2:26][C:25]=2[CH:24]=[CH:23][CH:22]=1. No catalyst specified. (5) The yield is 0.470. The reactants are [CH3:1][O:2][C:3](=[O:13])[C:4]1[CH:9]=[C:8]([OH:10])[C:7]([OH:11])=[C:6]([OH:12])[CH:5]=1.[CH3:14]OS(OC)(=O)=O.[OH-].[Na+].OS(O)(=O)=O. The product is [OH:12][C:6]1[CH:5]=[C:4]([CH:9]=[C:8]([O:10][CH3:14])[C:7]=1[OH:11])[C:3]([O:2][CH3:1])=[O:13]. The catalyst is O. (6) The reactants are N(C(OCC)=O)=NC(OCC)=O.[Cl:13][C:14]1[CH:33]=[CH:32][C:17]([NH:18][C:19]2[C:28]3[C:23](=[CH:24][C:25]([OH:31])=[C:26]([O:29][CH3:30])[CH:27]=3)[N:22]=[CH:21][N:20]=2)=[C:16]([F:34])[CH:15]=1.O[CH2:36][CH2:37][CH2:38][N:39]1[C:44](=[O:45])[CH2:43][O:42][CH2:41][C:40]1=[O:46].C1(P(C2C=CC=CC=2)C2C=CC=CC=2)C=CC=CC=1. The catalyst is C(Cl)Cl. The product is [ClH:13].[Cl:13][C:14]1[CH:33]=[CH:32][C:17]([NH:18][C:19]2[C:28]3[C:23](=[CH:24][C:25]([O:31][CH2:36][CH2:37][CH2:38][N:39]4[C:44](=[O:45])[CH2:43][O:42][CH2:41][C:40]4=[O:46])=[C:26]([O:29][CH3:30])[CH:27]=3)[N:22]=[CH:21][N:20]=2)=[C:16]([F:34])[CH:15]=1. The yield is 0.100.